From a dataset of Reaction yield outcomes from USPTO patents with 853,638 reactions. Predict the reaction yield, written as a fraction of the theoretical maximum amount of product (1.0 means a 100% yield; for example, 0.34 means a 34% yield). The reactants are [H-].[Na+].[CH2:3]1[CH2:7]O[CH2:5][CH2:4]1.[O:8]=[C:9]1[CH:15]([NH:16][C:17](=[O:23])[O:18][C:19]([CH3:22])([CH3:21])[CH3:20])[CH2:14][S:13][CH2:12][CH2:11][NH:10]1.[CH2:24](Br)[CH:25]=[CH2:26]. The catalyst is O.CCOC(C)=O. The product is [CH2:26]([N:10]1[C:11]2[CH:5]=[CH:4][CH:3]=[CH:7][C:12]=2[S:13][CH2:14][CH:15]([NH:16][C:17](=[O:23])[O:18][C:19]([CH3:20])([CH3:22])[CH3:21])[C:9]1=[O:8])[CH:25]=[CH2:24]. The yield is 0.810.